From a dataset of Full USPTO retrosynthesis dataset with 1.9M reactions from patents (1976-2016). Predict the reactants needed to synthesize the given product. (1) Given the product [CH3:18][O:17][C:16]1[CH:15]=[CH:14][C:13]([NH:19][C:20](=[O:31])[C:21]2[CH:26]=[CH:25][CH:24]=[C:23]([C:27]([F:30])([F:29])[F:28])[CH:22]=2)=[CH:12][C:11]=1[C:10]1[N:5]2[N:4]=[CH:3][C:2]([C:42]3[CH:43]=[N:39][NH:40][CH:41]=3)=[C:6]2[N:7]=[CH:8][CH:9]=1.[CH3:18][O:17][C:16]1[CH:15]=[CH:14][C:13]([NH:19][C:20](=[O:31])[C:21]2[CH:26]=[CH:25][CH:24]=[C:23]([C:27]([F:30])([F:29])[F:28])[CH:22]=2)=[CH:12][C:11]=1[C:10]1[N:5]2[N:4]=[CH:3][C:2]([C:42]3[CH:41]=[N:40][N:39]([C:37]([O:36][C:32]([CH3:35])([CH3:34])[CH3:33])=[O:38])[CH:43]=3)=[C:6]2[N:7]=[CH:8][CH:9]=1, predict the reactants needed to synthesize it. The reactants are: I[C:2]1[CH:3]=[N:4][N:5]2[C:10]([C:11]3[CH:12]=[C:13]([NH:19][C:20](=[O:31])[C:21]4[CH:26]=[CH:25][CH:24]=[C:23]([C:27]([F:30])([F:29])[F:28])[CH:22]=4)[CH:14]=[CH:15][C:16]=3[O:17][CH3:18])=[CH:9][CH:8]=[N:7][C:6]=12.[C:32]([O:36][C:37]([N:39]1[CH:43]=[C:42](B2OC(C)(C)C(C)(C)O2)[CH:41]=[N:40]1)=[O:38])([CH3:35])([CH3:34])[CH3:33]. (2) Given the product [C:8]([C:7]1[CH:10]=[C:3]([CH:4]=[CH:5][C:6]=1[O:11][C@@H:12]([CH3:15])[CH2:13][CH3:14])[C:1]([OH:17])=[O:2])#[N:9], predict the reactants needed to synthesize it. The reactants are: [CH:1]([C:3]1[CH:4]=[CH:5][C:6]([O:11][C@@H:12]([CH3:15])[CH2:13][CH3:14])=[C:7]([CH:10]=1)[C:8]#[N:9])=[O:2].B1([O-])O[O:17]1.O.O.O.O.[Na+]. (3) The reactants are: C([O:4][C:5]1[CH:10]=[CH:9][C:8]([C:11]([N:13]([CH2:15][C@H:16]([C:36]2[CH:41]=[CH:40][C:39]([Cl:42])=[C:38]([Cl:43])[CH:37]=2)[CH2:17][CH2:18][N:19]2[CH2:24][CH2:23][C:22]([C:31]([N:33]([CH3:35])[CH3:34])=[O:32])([N:25]3[CH2:30][CH2:29][CH2:28][CH2:27][CH2:26]3)[CH2:21][CH2:20]2)[CH3:14])=[O:12])=[CH:7][CH:6]=1)(=O)C.[OH-].[K+]. Given the product [Cl:43][C:38]1[CH:37]=[C:36]([C@@H:16]([CH2:15][N:13]([C:11](=[O:12])[C:8]2[CH:7]=[CH:6][C:5]([OH:4])=[CH:10][CH:9]=2)[CH3:14])[CH2:17][CH2:18][N:19]2[CH2:24][CH2:23][C:22]([C:31]([N:33]([CH3:35])[CH3:34])=[O:32])([N:25]3[CH2:30][CH2:29][CH2:28][CH2:27][CH2:26]3)[CH2:21][CH2:20]2)[CH:41]=[CH:40][C:39]=1[Cl:42], predict the reactants needed to synthesize it. (4) Given the product [Cl:16][C:17]1[CH:18]=[C:19]([CH:23]=[C:24]([S:26]([CH3:29])(=[O:28])=[O:27])[CH:25]=1)[C:20]([N:2]([CH3:1])[C:3]1[C:8]([C:9]2[CH:14]=[CH:13][CH:12]=[CH:11][C:10]=2[CH3:15])=[CH:7][N:6]=[N:5][CH:4]=1)=[O:22], predict the reactants needed to synthesize it. The reactants are: [CH3:1][NH:2][C:3]1[C:8]([C:9]2[CH:14]=[CH:13][CH:12]=[CH:11][C:10]=2[CH3:15])=[CH:7][N:6]=[N:5][CH:4]=1.[Cl:16][C:17]1[CH:18]=[C:19]([CH:23]=[C:24]([S:26]([CH3:29])(=[O:28])=[O:27])[CH:25]=1)[C:20]([OH:22])=O. (5) Given the product [F:1][C:2]([F:17])([F:16])[C:3]1([OH:8])[C:9]2[C:10](=[N:11][CH:12]=[CH:13][CH:14]=2)[NH:5][CH2:4]1, predict the reactants needed to synthesize it. The reactants are: [F:1][C:2]([F:17])([F:16])[C:3]([C:9]1[C:10](F)=[N:11][CH:12]=[CH:13][CH:14]=1)([OH:8])[CH2:4][N+:5]([O-])=O.C(N(CC)CC)C. (6) Given the product [C:45]([O:44][C:42]([CH:39]1[CH2:40][CH2:41][C:36]([C:8]2[C:9]3[C:14](=[CH:13][C:12]([C:15]([O:17][CH3:18])=[O:16])=[CH:11][CH:10]=3)[N:6]([C:4](=[O:5])[C:3]3[C:20]([C:24]([F:27])([F:26])[F:25])=[CH:21][CH:22]=[CH:23][C:2]=3[Cl:1])[N:7]=2)=[CH:37][CH2:38]1)=[O:43])([CH3:48])([CH3:46])[CH3:47], predict the reactants needed to synthesize it. The reactants are: [Cl:1][C:2]1[CH:23]=[CH:22][CH:21]=[C:20]([C:24]([F:27])([F:26])[F:25])[C:3]=1[C:4]([N:6]1[C:14]2[C:9](=[CH:10][CH:11]=[C:12]([C:15]([O:17][CH3:18])=[O:16])[CH:13]=2)[C:8](I)=[N:7]1)=[O:5].CC1(C)C(C)(C)OB([C:36]2[CH2:41][CH2:40][CH:39]([C:42]([O:44][C:45]([CH3:48])([CH3:47])[CH3:46])=[O:43])[CH2:38][CH:37]=2)O1.C1COCC1.C([O-])([O-])=O.[Na+].[Na+]. (7) Given the product [CH3:12][O:11][CH:3]([O:2][CH3:1])[CH2:4][CH2:5][CH:6]([C:7]1[CH:29]=[CH:28][CH:27]=[CH:9][CH:8]=1)[O:10][CH2:19][CH2:18][CH:17]=[CH2:16], predict the reactants needed to synthesize it. The reactants are: [CH3:1][O:2][CH:3]([O:11][CH3:12])[CH2:4][CH2:5][CH:6]([OH:10])[CH2:7][CH:8]=[CH2:9].C(Br)C1[CH:19]=[CH:18][CH:17]=[CH:16]C=1.[H-].[Na+].[Cl-].[NH4+].CN1C[CH2:29][CH2:28][C:27]1=O. (8) Given the product [C:21]([O:20][C:18]([NH:17][C@@H:13]1[CH2:14][CH2:15][CH2:16][N:11]([CH2:10][C:9]([OH:26])=[O:8])[C:12]1=[O:25])=[O:19])([CH3:24])([CH3:22])[CH3:23], predict the reactants needed to synthesize it. The reactants are: C([O:8][C:9](=[O:26])[CH2:10][N:11]1[CH2:16][CH2:15][CH2:14][C@@H:13]([NH:17][C:18]([O:20][C:21]([CH3:24])([CH3:23])[CH3:22])=[O:19])[C:12]1=[O:25])C1C=CC=CC=1.[H][H]. (9) Given the product [O:1]1[C:5]2=[CH:6][CH:7]=[CH:8][C:9]([OH:10])=[C:4]2[CH:3]=[CH:2]1, predict the reactants needed to synthesize it. The reactants are: [O:1]1[C:5]2[CH2:6][CH2:7][CH2:8][C:9](=[O:10])[C:4]=2[CH:3]=[CH:2]1.C=CCCCCCCCCCC.